This data is from Peptide-MHC class I binding affinity with 185,985 pairs from IEDB/IMGT. The task is: Regression. Given a peptide amino acid sequence and an MHC pseudo amino acid sequence, predict their binding affinity value. This is MHC class I binding data. (1) The peptide sequence is APYFATVRL. The MHC is HLA-A69:01 with pseudo-sequence HLA-A69:01. The binding affinity (normalized) is 0.0847. (2) The peptide sequence is FFNVEIPEF. The MHC is HLA-B40:01 with pseudo-sequence HLA-B40:01. The binding affinity (normalized) is 0.213. (3) The peptide sequence is YLQQNWWTL. The MHC is HLA-B58:01 with pseudo-sequence HLA-B58:01. The binding affinity (normalized) is 0.166. (4) The peptide sequence is IAVSVYGAI. The MHC is HLA-A02:03 with pseudo-sequence HLA-A02:03. The binding affinity (normalized) is 0.555.